The task is: Binary Classification. Given a T-cell receptor sequence (or CDR3 region) and an epitope sequence, predict whether binding occurs between them.. This data is from TCR-epitope binding with 47,182 pairs between 192 epitopes and 23,139 TCRs. The epitope is NYSGVVTTVMF. The TCR CDR3 sequence is CASSSGGTVNNEQFF. Result: 1 (the TCR binds to the epitope).